Task: Predict the product of the given reaction.. Dataset: Forward reaction prediction with 1.9M reactions from USPTO patents (1976-2016) Given the reactants [CH:1]1([C:4]2[CH:9]=[C:8]([CH2:10][N:11]3C(=O)C4C(=CC=CC=4)C3=O)[CH:7]=[C:6]([C:22]3[CH:23]=[N:24][C:25]([C:28]([F:31])([F:30])[F:29])=[N:26][CH:27]=3)[N:5]=2)[CH2:3][CH2:2]1.O.NN, predict the reaction product. The product is: [CH:1]1([C:4]2[CH:9]=[C:8]([CH2:10][NH2:11])[CH:7]=[C:6]([C:22]3[CH:23]=[N:24][C:25]([C:28]([F:29])([F:31])[F:30])=[N:26][CH:27]=3)[N:5]=2)[CH2:3][CH2:2]1.